From a dataset of Forward reaction prediction with 1.9M reactions from USPTO patents (1976-2016). Predict the product of the given reaction. (1) Given the reactants [C:1]([N:11]1[CH2:18][CH:17]([OH:19])[CH2:16][C@H:12]1[C:13]([OH:15])=[O:14])([O:3][CH2:4][C:5]1[CH:10]=[CH:9][CH:8]=[CH:7][CH:6]=1)=[O:2].C([O-])([O-])=O.[K+].[K+].[Na+].[I-].[CH2:28](Br)[C:29]1[CH:34]=[CH:33][CH:32]=[CH:31][CH:30]=1, predict the reaction product. The product is: [CH2:28]([O:14][C:13](=[O:15])[C@@H:12]1[CH2:16][CH:17]([OH:19])[CH2:18][N:11]1[C:1]([O:3][CH2:4][C:5]1[CH:6]=[CH:7][CH:8]=[CH:9][CH:10]=1)=[O:2])[C:29]1[CH:34]=[CH:33][CH:32]=[CH:31][CH:30]=1. (2) The product is: [CH2:7]([CH:9]([CH2:24][CH2:25][CH2:26][CH3:27])[CH2:10][O:11][P:12]([O-:23])([O:13][CH2:14][CH:15]([CH2:20][CH3:21])[CH2:16][CH2:17][CH2:18][CH3:19])=[O:22])[CH3:8].[Nd+:2]. Given the reactants [O-2].[Nd+3:2].[O-2].[O-2].[Nd+3].[Nd].[CH2:7]([CH:9]([CH2:24][CH2:25][CH2:26][CH3:27])[CH2:10][O:11][P:12](=[O:23])([OH:22])[O:13][CH2:14][CH:15]([CH2:20][CH3:21])[CH2:16][CH2:17][CH2:18][CH3:19])[CH3:8].CC1CCCCC1.Cl, predict the reaction product. (3) Given the reactants [Br:1][C:2]1[CH:7]=[C:6](F)[C:5]([C:9](=O)[CH3:10])=[C:4]([F:12])[CH:3]=1.[NH2:13][NH2:14], predict the reaction product. The product is: [Br:1][C:2]1[CH:7]=[C:6]2[C:5]([C:9]([CH3:10])=[N:13][NH:14]2)=[C:4]([F:12])[CH:3]=1. (4) Given the reactants [F:1][C:2]1[CH:21]=[CH:20][C:5]2[C:6]([C:9]3[CH:14]=[CH:13][C:12]([O:15][CH2:16][C@H:17]4[CH2:19][O:18]4)=[CH:11][CH:10]=3)=[N:7][O:8][C:4]=2[CH:3]=1.[F:22][C:23]1[CH:24]=[C:25]([CH:28]=[CH:29][C:30]=1[F:31])[CH2:26][NH2:27], predict the reaction product. The product is: [F:22][C:23]1[CH:24]=[C:25]([CH:28]=[CH:29][C:30]=1[F:31])[CH2:26][NH:27][CH2:19][C@@H:17]([OH:18])[CH2:16][O:15][C:12]1[CH:11]=[CH:10][C:9]([C:6]2[C:5]3[CH:20]=[CH:21][C:2]([F:1])=[CH:3][C:4]=3[O:8][N:7]=2)=[CH:14][CH:13]=1. (5) Given the reactants C(OC(=O)[C:5]([NH:7][C:8]1[CH:13]=[CH:12][N:11]=[C:10]([C:14]2[CH2:23][CH2:22][C:21]3[C:16](=[CH:17][CH:18]=[CH:19][CH:20]=3)[CH:15]=2)[CH:9]=1)=O)C.[H-].[Al+3].[Li+].[H-].[H-].[H-], predict the reaction product. The product is: [CH:15]1[C:16]2[C:21](=[CH:20][CH:19]=[CH:18][CH:17]=2)[CH2:22][CH2:23][C:14]=1[C:10]1[CH:9]=[C:8]([NH:7][CH3:5])[CH:13]=[CH:12][N:11]=1. (6) Given the reactants [C:1]([O:5][C:6]([N:8]1[CH2:12][C:11](=C)[CH2:10][CH:9]1[C:14]1[NH:15][C:16]([C:19]2[CH:24]=[CH:23][C:22]([C:25]3[CH:34]=[CH:33][C:32]4[C:27](=[CH:28][CH:29]=[C:30]([C:35]5[NH:36][C:37]([CH:40]6[CH2:44][CH2:43][CH2:42][N:41]6[C:45](=[O:55])[CH:46]([NH:50][C:51]([O:53][CH3:54])=[O:52])[CH:47]([CH3:49])[CH3:48])=[N:38][CH:39]=5)[CH:31]=4)[CH:26]=3)=[CH:21][CH:20]=2)=[CH:17][N:18]=1)=[O:7])([CH3:4])([CH3:3])[CH3:2].C(OC(N1CCCC1C1NC(C2C=CC(B3OC(C)(C)C(C)(C)O3)=CC=2)=CN=1)=O)(C)(C)C, predict the reaction product. The product is: [C:1]([O:5][C:6]([N:8]1[CH2:12][CH2:11][CH2:10][CH:9]1[C:14]1[NH:15][C:16]([C:19]2[CH:24]=[CH:23][C:22]([C:25]3[CH:34]=[CH:33][C:32]4[C:27](=[CH:28][CH:29]=[C:30]([C:35]5[NH:36][C:37]([CH:40]6[CH2:44][CH2:43][CH2:42][N:41]6[C:45](=[O:55])[CH:46]([NH:50][C:51]([O:53][CH3:54])=[O:52])[CH:47]([CH3:48])[CH3:49])=[N:38][CH:39]=5)[CH:31]=4)[CH:26]=3)=[CH:21][CH:20]=2)=[CH:17][N:18]=1)=[O:7])([CH3:2])([CH3:3])[CH3:4].